This data is from Forward reaction prediction with 1.9M reactions from USPTO patents (1976-2016). The task is: Predict the product of the given reaction. (1) Given the reactants Cl[C:2]1[N:10]=[C:9]2[C:5]([N:6]([CH2:21][C:22]3[CH:27]=[CH:26][C:25]([Cl:28])=[CH:24][CH:23]=3)[C:7]([C:11]3[CH:16]=[C:15]([CH3:17])[CH:14]=[CH:13][C:12]=3[O:18][CH2:19][CH3:20])=[N:8]2)=[C:4]([NH:29][C@@H:30]([CH:32]2[CH2:35][CH2:34][CH2:33]2)[CH3:31])[N:3]=1.[C-:36]#[N:37].[Na+].O, predict the reaction product. The product is: [Cl:28][C:25]1[CH:26]=[CH:27][C:22]([CH2:21][N:6]2[C:5]3[C:9](=[N:10][C:2]([C:36]#[N:37])=[N:3][C:4]=3[NH:29][C@@H:30]([CH:32]3[CH2:35][CH2:34][CH2:33]3)[CH3:31])[N:8]=[C:7]2[C:11]2[CH:16]=[C:15]([CH3:17])[CH:14]=[CH:13][C:12]=2[O:18][CH2:19][CH3:20])=[CH:23][CH:24]=1.[Cl:28][C:25]1[CH:24]=[CH:23][C:22]([CH2:21][N:6]2[C:5]3[C:9](=[N:10][C:2]([C:36]#[N:37])=[N:3][C:4]=3[NH:29][C@@H:30]([CH:32]3[CH2:33][CH2:34][CH2:35]3)[CH3:31])[N:8]=[C:7]2[C:11]2[CH:16]=[C:15]([CH3:17])[CH:14]=[CH:13][C:12]=2[OH:18])=[CH:27][CH:26]=1. (2) Given the reactants O=[C:2]1[CH2:7][CH2:6][N:5]([C:8]([O:10][C:11]([CH3:14])([CH3:13])[CH3:12])=[O:9])[CH2:4][CH2:3]1.[F:15][CH2:16][CH2:17][N:18]1[CH2:23][CH2:22][NH:21][CH2:20][CH2:19]1.CC(O)=O.C(O[BH-](OC(=O)C)OC(=O)C)(=O)C.[Na+].C([O-])(O)=O.[Na+], predict the reaction product. The product is: [F:15][CH2:16][CH2:17][N:18]1[CH2:23][CH2:22][N:21]([CH:2]2[CH2:7][CH2:6][N:5]([C:8]([O:10][C:11]([CH3:14])([CH3:13])[CH3:12])=[O:9])[CH2:4][CH2:3]2)[CH2:20][CH2:19]1. (3) Given the reactants C([O:8][C:9]1[CH:14]=[CH:13][C:12]([C@@H:15]([O:49][Si:50]([C:53]([CH3:56])([CH3:55])[CH3:54])([CH3:52])[CH3:51])[CH2:16][NH:17][CH2:18][CH2:19][CH2:20][CH2:21][CH2:22][CH2:23][CH2:24][CH2:25][C:26]2[CH:31]=[CH:30][C:29]([OH:32])=[C:28]([C@@H:33]([C:43]3[CH:48]=[CH:47][CH:46]=[CH:45][CH:44]=3)[CH2:34][CH2:35][N:36]([CH:40]([CH3:42])[CH3:41])[CH:37]([CH3:39])[CH3:38])[CH:27]=2)=[CH:11][C:10]=1[NH:57][S:58]([CH3:61])(=[O:60])=[O:59])C1C=CC=CC=1.C([O-])=O.[NH4+], predict the reaction product. The product is: [NH3:17].[Si:50]([O:49][C@H:15]([C:12]1[CH:13]=[CH:14][C:9]([OH:8])=[C:10]([NH:57][S:58]([CH3:61])(=[O:59])=[O:60])[CH:11]=1)[CH2:16][NH:17][CH2:18][CH2:19][CH2:20][CH2:21][CH2:22][CH2:23][CH2:24][CH2:25][C:26]1[CH:31]=[CH:30][C:29]([OH:32])=[C:28]([C@@H:33]([C:43]2[CH:44]=[CH:45][CH:46]=[CH:47][CH:48]=2)[CH2:34][CH2:35][N:36]([CH:40]([CH3:42])[CH3:41])[CH:37]([CH3:39])[CH3:38])[CH:27]=1)([C:53]([CH3:56])([CH3:54])[CH3:55])([CH3:52])[CH3:51]. (4) Given the reactants Br[C:2]1[C:3]([N:23]2[CH2:27][CH2:26][C@H:25]([CH2:28][OH:29])[CH2:24]2)=[N:4][CH:5]=[C:6]([CH:22]=1)[C:7]([NH:9][C:10]1[CH:15]=[CH:14][C:13]([O:16][C:17]([F:20])([F:19])[F:18])=[C:12]([F:21])[CH:11]=1)=[O:8].CC1(C)C(C)(C)OB([C:38]2[CH:39]=[N:40][CH:41]=[C:42]([CH:45]=2)[C:43]#[N:44])O1, predict the reaction product. The product is: [C:43]([C:42]1[CH:45]=[C:38]([C:2]2[C:3]([N:23]3[CH2:27][CH2:26][C@H:25]([CH2:28][OH:29])[CH2:24]3)=[N:4][CH:5]=[C:6]([C:7]([NH:9][C:10]3[CH:15]=[CH:14][C:13]([O:16][C:17]([F:18])([F:19])[F:20])=[C:12]([F:21])[CH:11]=3)=[O:8])[CH:22]=2)[CH:39]=[N:40][CH:41]=1)#[N:44]. (5) Given the reactants [C:1]([O:5][C:6](=[O:25])[NH:7][CH:8]1[CH2:13][CH2:12][CH:11]([NH:14][C:15](=[O:24])[C:16]2[CH:21]=[CH:20][C:19]([OH:22])=[CH:18][C:17]=2[OH:23])[CH2:10][CH2:9]1)([CH3:4])([CH3:3])[CH3:2].Br[CH2:27][C:28]1[CH:35]=[CH:34][C:31]([C:32]#[N:33])=[CH:30][CH:29]=1, predict the reaction product. The product is: [C:1]([O:5][C:6](=[O:25])[NH:7][CH:8]1[CH2:13][CH2:12][CH:11]([NH:14][C:15](=[O:24])[C:16]2[CH:21]=[CH:20][C:19]([O:22][CH2:27][C:28]3[CH:35]=[CH:34][C:31]([C:32]#[N:33])=[CH:30][CH:29]=3)=[CH:18][C:17]=2[O:23][CH2:27][C:28]2[CH:35]=[CH:34][C:31]([C:32]#[N:33])=[CH:30][CH:29]=2)[CH2:10][CH2:9]1)([CH3:4])([CH3:2])[CH3:3]. (6) Given the reactants [Cl:1][C:2]1[CH:10]=[CH:9][C:5]([C:6](Cl)=[O:7])=[CH:4][N:3]=1.C1CCN2C(=[N:15]CCC2)CC1, predict the reaction product. The product is: [Cl:1][C:2]1[CH:10]=[CH:9][C:5]([C:6]([NH2:15])=[O:7])=[CH:4][N:3]=1. (7) Given the reactants [C:1]([CH:4]([C:7]1[CH:12]=[CH:11][CH:10]=[CH:9][CH:8]=1)[C:5]#[N:6])(=[O:3])[CH3:2].[C:13](OC)(OC)(OC)C, predict the reaction product. The product is: [CH3:13][O:3][C:1]([CH3:2])=[C:4]([C:7]1[CH:12]=[CH:11][CH:10]=[CH:9][CH:8]=1)[C:5]#[N:6].